Dataset: Reaction yield outcomes from USPTO patents with 853,638 reactions. Task: Predict the reaction yield, written as a fraction of the theoretical maximum amount of product (1.0 means a 100% yield; for example, 0.34 means a 34% yield). The reactants are CC([N:5]([C@H:9]([CH3:30])[C:10]([NH:12][C:13]1[CH:14]=[N:15][C:16]([O:19][C:20]2[CH:25]=[CH:24][CH:23]=[C:22]([O:26][CH:27]([CH3:29])[CH3:28])[CH:21]=2)=[CH:17][CH:18]=1)=[O:11])C(=O)[O-])(C)C.C(O)(C(F)(F)F)=O. The catalyst is ClCCl. The product is [CH3:29][CH:27]([O:26][C:22]1[CH:21]=[C:20]([O:19][C:16]2[N:15]=[CH:14][C:13]([NH:12][C:10](=[O:11])[C@@H:9]([CH3:30])[NH2:5])=[CH:18][CH:17]=2)[CH:25]=[CH:24][CH:23]=1)[CH3:28]. The yield is 0.850.